Dataset: Forward reaction prediction with 1.9M reactions from USPTO patents (1976-2016). Task: Predict the product of the given reaction. (1) Given the reactants [Br:1][C:2]1[C:10]2[C:5](=[CH:6][C:7]([N+:21]([O-])=O)=[C:8]([CH2:11][NH:12][CH2:13][C:14]3[CH:19]=[CH:18][C:17]([F:20])=[CH:16][CH:15]=3)[CH:9]=2)[N:4]([C:24]([C:37]2[CH:42]=[CH:41][CH:40]=[CH:39][CH:38]=2)([C:31]2[CH:36]=[CH:35][CH:34]=[CH:33][CH:32]=2)[C:25]2[CH:30]=[CH:29][CH:28]=[CH:27][CH:26]=2)[N:3]=1, predict the reaction product. The product is: [F:20][C:17]1[CH:16]=[CH:15][C:14]([CH2:13][NH:12][CH2:11][C:8]2[CH:9]=[C:10]3[C:5](=[CH:6][C:7]=2[NH2:21])[N:4]([C:24]([C:25]2[CH:26]=[CH:27][CH:28]=[CH:29][CH:30]=2)([C:31]2[CH:36]=[CH:35][CH:34]=[CH:33][CH:32]=2)[C:37]2[CH:42]=[CH:41][CH:40]=[CH:39][CH:38]=2)[N:3]=[C:2]3[Br:1])=[CH:19][CH:18]=1. (2) Given the reactants [CH3:1][C:2]1[O:6][N:5]=[C:4]([NH2:7])[CH:3]=1.[NH:8](C(OC(C)(C)C)=O)[CH2:9][CH2:10][C:11](O)=[O:12], predict the reaction product. The product is: [NH2:8][CH2:9][CH2:10][C:11]([NH:7][C:4]1[CH:3]=[C:2]([CH3:1])[O:6][N:5]=1)=[O:12]. (3) Given the reactants C(O)(C)C.Cl[C:6]1[C:7]2[C:14]3[CH2:15][CH2:16][C:17]4([CH2:22][C:13]=3[S:12][C:8]=2[N:9]=[CH:10][N:11]=1)[O:21][CH2:20][CH2:19][O:18]4.[Cl:23][C:24]1[CH:25]=[C:26]([CH:28]=[CH:29][C:30]=1[O:31][CH2:32][C:33]1[CH:38]=[CH:37][CH:36]=[C:35]([CH3:39])[N:34]=1)[NH2:27].Cl, predict the reaction product. The product is: [Cl:23][C:24]1[CH:25]=[C:26]([NH:27][C:6]2[C:7]3[C:14]4[CH2:15][CH2:16][C:17]5([CH2:22][C:13]=4[S:12][C:8]=3[N:9]=[CH:10][N:11]=2)[O:21][CH2:20][CH2:19][O:18]5)[CH:28]=[CH:29][C:30]=1[O:31][CH2:32][C:33]1[CH:38]=[CH:37][CH:36]=[C:35]([CH3:39])[N:34]=1.